From a dataset of Full USPTO retrosynthesis dataset with 1.9M reactions from patents (1976-2016). Predict the reactants needed to synthesize the given product. (1) Given the product [I:1][C:2]1[CH:3]=[CH:4][C:5]2[N:6]([CH:8]=[C:9]([C:11]3[CH:16]=[CH:15][C:14]([NH:17][NH2:18])=[CH:13][CH:12]=3)[N:10]=2)[CH:7]=1, predict the reactants needed to synthesize it. The reactants are: [I:1][C:2]1[CH:3]=[CH:4][C:5]2[N:6]([CH:8]=[C:9]([C:11]3[CH:16]=[CH:15][C:14]([NH2:17])=[CH:13][CH:12]=3)[N:10]=2)[CH:7]=1.[N:18]([O-])=O.[Na+].O.O.[Sn](Cl)(Cl)(Cl)Cl.N. (2) The reactants are: [CH2:1]([O:4][C:5]1([CH3:34])[CH2:10][CH2:9][N:8]([C:11]2[N:16]3[N:17]=[C:18]([CH2:20][OH:21])[CH:19]=[C:15]3[N:14]=[C:13]([CH3:22])[C:12]=2[C@H:23]([O:29][C:30]([CH3:33])([CH3:32])[CH3:31])[C:24]([O:26][CH2:27][CH3:28])=[O:25])[CH2:7][CH2:6]1)[CH:2]=[CH2:3].[CH3:35][S:36](Cl)(=[O:38])=[O:37]. Given the product [CH2:1]([O:4][C:5]1([CH3:34])[CH2:10][CH2:9][N:8]([C:11]2[N:16]3[N:17]=[C:18]([CH2:20][O:21][S:36]([CH3:35])(=[O:38])=[O:37])[CH:19]=[C:15]3[N:14]=[C:13]([CH3:22])[C:12]=2[C@H:23]([O:29][C:30]([CH3:33])([CH3:32])[CH3:31])[C:24]([O:26][CH2:27][CH3:28])=[O:25])[CH2:7][CH2:6]1)[CH:2]=[CH2:3], predict the reactants needed to synthesize it.